Dataset: Full USPTO retrosynthesis dataset with 1.9M reactions from patents (1976-2016). Task: Predict the reactants needed to synthesize the given product. Given the product [Br:67][C:60]1[CH:61]=[CH:62][C:63]([O:65][CH3:66])=[CH:64][C:59]=1[C:58]([N:55]1[CH2:54][CH2:53][N:52]([C:50](=[O:51])[CH2:49][NH:48][C:32]([C:29]2[CH:28]=[C:27]([C:21]3[CH:22]=[CH:23][CH:24]=[CH:25][CH:26]=3)[NH:31][N:30]=2)=[O:34])[CH2:57][CH2:56]1)=[O:68], predict the reactants needed to synthesize it. The reactants are: C1C=CC2N(O)N=NC=2C=1.CCN(C(C)C)C(C)C.Cl.[C:21]1([C:27]2[NH:31][N:30]=[C:29]([C:32]([OH:34])=O)[CH:28]=2)[CH:26]=[CH:25][CH:24]=[CH:23][CH:22]=1.CCN=C=NCCCN(C)C.Cl.Cl.[NH2:48][CH2:49][C:50]([N:52]1[CH2:57][CH2:56][N:55]([C:58](=[O:68])[C:59]2[CH:64]=[C:63]([O:65][CH3:66])[CH:62]=[CH:61][C:60]=2[Br:67])[CH2:54][CH2:53]1)=[O:51].